This data is from Full USPTO retrosynthesis dataset with 1.9M reactions from patents (1976-2016). The task is: Predict the reactants needed to synthesize the given product. (1) Given the product [ClH:9].[Cl:29][C:30]1[CH:39]=[C:38]([Cl:40])[CH:37]=[C:36]2[C:31]=1[CH:32]=[CH:33][N:34]=[CH:35]2, predict the reactants needed to synthesize it. The reactants are: OS(C(F)(F)F)(=O)=O.[Cl:9]C1C=C(C=C(Cl)C=1)C=NCC(OCC)OCC.[OH-].[NH4+].[Cl:29][C:30]1[CH:39]=[C:38]([Cl:40])[CH:37]=[C:36]2[C:31]=1[CH:32]=[CH:33][N:34]=[CH:35]2.C(Cl)(=O)C. (2) Given the product [F:1][C:2]1[CH:24]=[CH:23][C:5]([C:6]([NH:8][C:9]2[N:13]([C:14]3[CH:19]=[CH:18][CH:17]=[CH:16][CH:15]=3)[N:12]=[CH:11][C:10]=2[C:20]([NH2:25])=[O:21])=[O:7])=[CH:4][CH:3]=1, predict the reactants needed to synthesize it. The reactants are: [F:1][C:2]1[CH:24]=[CH:23][C:5]([C:6]([NH:8][C:9]2[N:13]([C:14]3[CH:19]=[CH:18][CH:17]=[CH:16][CH:15]=3)[N:12]=[CH:11][C:10]=2[C:20](Cl)=[O:21])=[O:7])=[CH:4][CH:3]=1.[NH3:25].O. (3) Given the product [Cl:1][CH2:2][CH2:3][CH2:4][CH2:5][CH2:6][CH2:7][O:8][CH:10]1[CH2:11][CH2:12][CH2:13][CH2:14][O:9]1, predict the reactants needed to synthesize it. The reactants are: [Cl:1][CH2:2][CH2:3][CH2:4][CH2:5][CH2:6][CH2:7][OH:8].[O:9]1[CH:14]=[CH:13][CH2:12][CH2:11][CH2:10]1.CCOCC.C(=O)(O)[O-].[Na+]. (4) Given the product [CH3:18][NH:19][C:8](=[O:9])[C:7]1[CH:11]=[CH:12][C:13]([N+:15]([O-:17])=[O:16])=[CH:14][C:6]=1[F:5], predict the reactants needed to synthesize it. The reactants are: S(Cl)(Cl)=O.[F:5][C:6]1[CH:14]=[C:13]([N+:15]([O-:17])=[O:16])[CH:12]=[CH:11][C:7]=1[C:8](O)=[O:9].[CH3:18][N:19](C=O)C. (5) Given the product [F:12][C:11]([F:14])([F:13])[C:3]1[CH:4]=[C:5]([C:6]([OH:8])=[O:7])[CH:9]=[CH:10][C:2]=1[C:15]1[CH:20]=[CH:19][CH:18]=[CH:17][CH:16]=1, predict the reactants needed to synthesize it. The reactants are: Cl[C:2]1[CH:10]=[CH:9][C:5]([C:6]([OH:8])=[O:7])=[CH:4][C:3]=1[C:11]([F:14])([F:13])[F:12].[C:15]1(B(O)O)[CH:20]=[CH:19][CH:18]=[CH:17][CH:16]=1.C1(P(C2C(C(C)C)=C(C3C=CC=CC=3)C(C(C)C)=CC=2C(C)C)C2CCCCC2)CCCCC1.[F-].[K+]. (6) The reactants are: [CH2:1]1[C:10]2[C:5](=[CH:6]C=[CH:8][CH:9]=2)[CH2:4][C:3](=[O:11])[CH2:2]1.[CH:12]([OH:14])=O.[CH2:15](N(CC)CC)C. Given the product [CH3:15][O:11][C:3]1[CH:2]=[CH:1][C:10]2[CH2:9][CH2:8][CH:12]([OH:14])[CH2:6][C:5]=2[CH:4]=1, predict the reactants needed to synthesize it.